Dataset: Peptide-MHC class II binding affinity with 134,281 pairs from IEDB. Task: Regression. Given a peptide amino acid sequence and an MHC pseudo amino acid sequence, predict their binding affinity value. This is MHC class II binding data. (1) The binding affinity (normalized) is 0.0944. The peptide sequence is VIPEGWKADTAYESK. The MHC is HLA-DPA10103-DPB10201 with pseudo-sequence HLA-DPA10103-DPB10201. (2) The peptide sequence is LDSSDTIWMDIEGPP. The MHC is DRB1_1101 with pseudo-sequence DRB1_1101. The binding affinity (normalized) is 0. (3) The peptide sequence is SAFQGLFGGLNWITK. The MHC is HLA-DQA10501-DQB10402 with pseudo-sequence HLA-DQA10501-DQB10402. The binding affinity (normalized) is 0.365. (4) The MHC is DRB4_0101 with pseudo-sequence DRB4_0103. The peptide sequence is LHRVVLLESIAQFGD. The binding affinity (normalized) is 0.627. (5) The peptide sequence is LDYLRRMTVFLQGLM. The MHC is DRB3_0202 with pseudo-sequence DRB3_0202. The binding affinity (normalized) is 0.234. (6) The peptide sequence is SCWAFSGVAATESAY. The MHC is HLA-DQA10501-DQB10301 with pseudo-sequence HLA-DQA10501-DQB10301. The binding affinity (normalized) is 0.231.